From a dataset of Reaction yield outcomes from USPTO patents with 853,638 reactions. Predict the reaction yield, written as a fraction of the theoretical maximum amount of product (1.0 means a 100% yield; for example, 0.34 means a 34% yield). (1) The reactants are N[C:2]1[N:7]=[C:6]2[N:8]([CH2:20][CH3:21])[C:9]([C:11]([N:13]([CH:17]3[CH2:19][CH2:18]3)[CH:14]3[CH2:16][CH2:15]3)=[O:12])=[CH:10][C:5]2=[C:4]2[N:22]([CH3:25])[CH:23]=[N:24][C:3]=12.[Br:26]CBr.[N+]([O-])(OCCC(C)C)=O. The catalyst is C(OCC)(=O)C. The product is [Br:26][C:2]1[N:7]=[C:6]2[N:8]([CH2:20][CH3:21])[C:9]([C:11]([N:13]([CH:17]3[CH2:19][CH2:18]3)[CH:14]3[CH2:16][CH2:15]3)=[O:12])=[CH:10][C:5]2=[C:4]2[N:22]([CH3:25])[CH:23]=[N:24][C:3]=12. The yield is 0.980. (2) The reactants are [CH2:1]([NH:3][C:4]([C:6]1[CH:7]=[C:8]2[C:13](=[CH:14][C:15]=1[OH:16])[N:12]=[CH:11][CH:10]=[C:9]2[O:17][C:18]1[CH:23]=[CH:22][C:21]([NH:24][C:25]([NH:27][CH:28]2[CH2:30][CH2:29]2)=[O:26])=[C:20]([Cl:31])[CH:19]=1)=[O:5])[CH3:2].CC1C=CC(S(O[CH2:43][C@H:44]2[CH2:46][O:45]2)(=O)=O)=CC=1. No catalyst specified. The product is [CH2:1]([NH:3][C:4]([C:6]1[CH:7]=[C:8]2[C:13](=[CH:14][C:15]=1[O:16][CH2:43][C@H:44]1[CH2:46][O:45]1)[N:12]=[CH:11][CH:10]=[C:9]2[O:17][C:18]1[CH:23]=[CH:22][C:21]([NH:24][C:25]([NH:27][CH:28]2[CH2:30][CH2:29]2)=[O:26])=[C:20]([Cl:31])[CH:19]=1)=[O:5])[CH3:2]. The yield is 0.474.